From a dataset of Reaction yield outcomes from USPTO patents with 853,638 reactions. Predict the reaction yield, written as a fraction of the theoretical maximum amount of product (1.0 means a 100% yield; for example, 0.34 means a 34% yield). (1) The reactants are [F:1][C:2]([F:16])([F:15])[C:3]1[CH:4]=[C:5]([CH:8]=[C:9]([C:11]([F:14])([F:13])[F:12])[CH:10]=1)[CH:6]=[O:7].[H][H]. The catalyst is [Ni].C1(C)C=CC=CC=1. The product is [F:1][C:2]([F:15])([F:16])[C:3]1[CH:4]=[C:5]([CH:8]=[C:9]([C:11]([F:14])([F:12])[F:13])[CH:10]=1)[CH2:6][OH:7]. The yield is 0.825. (2) The reactants are [NH2:1][C:2]1[N:3]([CH:9]2[C:17]3[C:12](=[CH:13][CH:14]=[CH:15][CH:16]=3)[CH2:11][CH2:10]2)[CH:4]=[C:5]([C:7]#[N:8])[CH:6]=1.[C:18]([CH2:21][C:22](=O)[CH3:23])(=O)[CH3:19].Cl. The catalyst is C(O)C. The product is [CH:9]1([N:3]2[C:2]3=[N:1][C:18]([CH3:19])=[CH:21][C:22]([CH3:23])=[C:6]3[C:5]([C:7]#[N:8])=[CH:4]2)[C:17]2[C:12](=[CH:13][CH:14]=[CH:15][CH:16]=2)[CH2:11][CH2:10]1. The yield is 0.460.